Dataset: Full USPTO retrosynthesis dataset with 1.9M reactions from patents (1976-2016). Task: Predict the reactants needed to synthesize the given product. (1) Given the product [O:1]1[C:5]2[CH:6]=[CH:7][CH:8]=[CH:9][C:4]=2[N:3]=[C:2]1[C:10]([C@@H:11]([NH:15][C:16](=[O:36])[C@@H:17]([NH:29][CH:30]1[CH2:31][CH2:32][O:33][CH2:34][CH2:35]1)[CH2:18][S:19]([CH2:22][C:23]1[CH:24]=[CH:25][CH:26]=[CH:27][CH:28]=1)(=[O:21])=[O:20])[CH2:12][CH2:13][CH3:14])=[O:37], predict the reactants needed to synthesize it. The reactants are: [O:1]1[C:5]2[CH:6]=[CH:7][CH:8]=[CH:9][C:4]=2[N:3]=[C:2]1[CH:10]([OH:37])[C@@H:11]([NH:15][C:16](=[O:36])[C@@H:17]([NH:29][CH:30]1[CH2:35][CH2:34][O:33][CH2:32][CH2:31]1)[CH2:18][S:19]([CH2:22][C:23]1[CH:28]=[CH:27][CH:26]=[CH:25][CH:24]=1)(=[O:21])=[O:20])[CH2:12][CH2:13][CH3:14].S([O-])([O-])(=O)=S. (2) Given the product [ClH:40].[NH2:1][C:2]1[N:24]([CH2:25][CH2:26][CH2:27][NH2:28])[C:6]2[N:7]=[C:8]([NH:11][C:12]3[CH:13]=[CH:14][C:15]([N:18]4[CH2:19][CH2:20][O:21][CH2:22][CH2:23]4)=[CH:16][CH:17]=3)[N:9]=[CH:10][C:5]=2[C:4](=[O:36])[C:3]=1[C:37]([NH2:38])=[O:39], predict the reactants needed to synthesize it. The reactants are: [NH2:1][C:2]1[N:24]([CH2:25][CH2:26][CH2:27][NH:28]C(=O)OC(C)(C)C)[C:6]2[N:7]=[C:8]([NH:11][C:12]3[CH:17]=[CH:16][C:15]([N:18]4[CH2:23][CH2:22][O:21][CH2:20][CH2:19]4)=[CH:14][CH:13]=3)[N:9]=[CH:10][C:5]=2[C:4](=[O:36])[C:3]=1[C:37](=[O:39])[NH2:38].[ClH:40].CCOCC. (3) Given the product [OH:38][CH:34]([CH2:33][C:27]1[CH:32]=[CH:31][CH:30]=[CH:29][CH:28]=1)[CH2:35]/[CH:36]=[CH:37]/[C:40]1[CH:49]=[CH:48][CH:47]=[CH:46][C:41]=1[C:42]([O:44][CH3:45])=[O:43], predict the reactants needed to synthesize it. The reactants are: C(N(CC)CC)C.C1(P(C2C=CC=CC=2)C2C=CC=CC=2)C=CC=CC=1.[C:27]1([CH2:33][CH:34]([OH:38])[CH2:35][CH:36]=[CH2:37])[CH:32]=[CH:31][CH:30]=[CH:29][CH:28]=1.I[C:40]1[CH:49]=[CH:48][CH:47]=[CH:46][C:41]=1[C:42]([O:44][CH3:45])=[O:43]. (4) Given the product [NH2:21][C:1]([C:2]1[CH:3]=[N:4][CH:5]=[CH:6][CH:7]=1)=[CH:9][C:10]([O:12][CH3:13])=[O:11], predict the reactants needed to synthesize it. The reactants are: [C:1]([CH2:9][C:10]([O:12][CH3:13])=[O:11])(=O)[C:2]1[CH:7]=[CH:6][CH:5]=[N:4][CH:3]=1.C(O)(C)C.C(O)=O.[NH3:21]. (5) Given the product [CH3:32][S:33]([N:3]1[CH:4]([C:22]2[CH:23]=[CH:24][C:25]([C:26]#[N:27])=[CH:28][CH:29]=2)[C:5]2[C:20](=[O:21])[CH2:19][CH2:18][C:6]=2[N:7]([C:8]2[CH:13]=[CH:12][CH:11]=[C:10]([C:14]([F:15])([F:16])[F:17])[CH:9]=2)[C:2]1=[O:1])(=[O:35])=[O:34], predict the reactants needed to synthesize it. The reactants are: [O:1]=[C:2]1[N:7]([C:8]2[CH:13]=[CH:12][CH:11]=[C:10]([C:14]([F:17])([F:16])[F:15])[CH:9]=2)[C:6]2[CH2:18][CH2:19][C:20](=[O:21])[C:5]=2[CH:4]([C:22]2[CH:29]=[CH:28][C:25]([C:26]#[N:27])=[CH:24][CH:23]=2)[NH:3]1.[H-].[Na+].[CH3:32][S:33](Cl)(=[O:35])=[O:34].O. (6) Given the product [Br:1][C:2]1[CH:7]=[CH:6][C:5]([C:8]2([CH2:9][O:10][CH3:11])[O:28][CH2:27][CH2:26][O:12]2)=[CH:4][C:3]=1[F:13], predict the reactants needed to synthesize it. The reactants are: [Br:1][C:2]1[CH:7]=[CH:6][C:5]([C:8](=[O:12])[CH2:9][O:10][CH3:11])=[CH:4][C:3]=1[F:13].O.C1(C)C=CC(S(O)(=O)=O)=CC=1.[CH2:26](O)[CH2:27][OH:28]. (7) The reactants are: [NH2:1][CH2:2][CH2:3][CH2:4][C@@H:5]1[N:10]2[C:11]3[C:20]4[C:15](=[CH:16][CH:17]=[CH:18][CH:19]=4)[N:14]=[C:13]([NH2:21])[C:12]=3[N:22]=[C:9]2[CH2:8][O:7][CH2:6]1.C(N(CC)CC)C.[C:30](Cl)(=[O:34])[CH:31]([CH3:33])[CH3:32]. Given the product [NH2:21][C:13]1[C:12]2[N:22]=[C:9]3[CH2:8][O:7][CH2:6][C@H:5]([CH2:4][CH2:3][CH2:2][NH:1][C:30](=[O:34])[CH:31]([CH3:33])[CH3:32])[N:10]3[C:11]=2[C:20]2[C:15](=[CH:16][CH:17]=[CH:18][CH:19]=2)[N:14]=1, predict the reactants needed to synthesize it. (8) Given the product [CH2:22]([NH:29][C:15]([C:9]1[C:10]2[N:11]=[C:12]([O:13][CH3:14])[C:3]([O:2][CH3:1])=[N:4][C:5]=2[CH:6]=[C:7]([N+:19]([O-:21])=[O:20])[C:8]=1[CH3:18])=[O:16])[C:23]1[CH:28]=[CH:27][CH:26]=[CH:25][CH:24]=1, predict the reactants needed to synthesize it. The reactants are: [CH3:1][O:2][C:3]1[C:12]([O:13][CH3:14])=[N:11][C:10]2[C:9]([C:15](Cl)=[O:16])=[C:8]([CH3:18])[C:7]([N+:19]([O-:21])=[O:20])=[CH:6][C:5]=2[N:4]=1.[CH2:22]([NH2:29])[C:23]1[CH:28]=[CH:27][CH:26]=[CH:25][CH:24]=1. (9) The reactants are: [N:1]([CH2:4][CH2:5][O:6][CH2:7][CH2:8][O:9][CH2:10][CH2:11][O:12][CH2:13][CH2:14][O:15][C:16]1[CH:21]=[CH:20][C:19]([N+:22]([O-:24])=[O:23])=[CH:18][CH:17]=1)=[N+]=[N-].C1(P(C2C=CC=CC=2)C2C=CC=CC=2)C=CC=CC=1.O. Given the product [N+:22]([C:19]1[CH:18]=[CH:17][C:16]([O:15][CH2:14][CH2:13][O:12][CH2:11][CH2:10][O:9][CH2:8][CH2:7][O:6][CH2:5][CH2:4][NH2:1])=[CH:21][CH:20]=1)([O-:24])=[O:23], predict the reactants needed to synthesize it. (10) Given the product [C:36]([OH:43])(=[O:42])/[CH:37]=[CH:38]\[C:39]([OH:41])=[O:40].[C:36]([OH:43])(=[O:42])/[CH:37]=[CH:38]\[C:39]([OH:41])=[O:40].[C:36]([OH:43])(=[O:42])/[CH:37]=[CH:38]\[C:39]([OH:41])=[O:40].[NH:1]1[CH2:2][CH2:3][CH:4]([N:7]2[CH2:12][CH2:11][CH:10]([N:13]3[C:17]4=[N:18][CH:19]=[N:20][C:21]([NH2:22])=[C:16]4[C:15]([C:23]4[CH:28]=[CH:27][C:26]([O:29][C:30]5[CH:35]=[CH:34][CH:33]=[CH:32][CH:31]=5)=[CH:25][CH:24]=4)=[N:14]3)[CH2:9][CH2:8]2)[CH2:5][CH2:6]1, predict the reactants needed to synthesize it. The reactants are: [NH:1]1[CH2:6][CH2:5][CH:4]([N:7]2[CH2:12][CH2:11][CH:10]([N:13]3[C:17]4=[N:18][CH:19]=[N:20][C:21]([NH2:22])=[C:16]4[C:15]([C:23]4[CH:28]=[CH:27][C:26]([O:29][C:30]5[CH:35]=[CH:34][CH:33]=[CH:32][CH:31]=5)=[CH:25][CH:24]=4)=[N:14]3)[CH2:9][CH2:8]2)[CH2:3][CH2:2]1.[C:36]([OH:43])(=[O:42])/[CH:37]=[CH:38]\[C:39]([OH:41])=[O:40].